From a dataset of Peptide-MHC class I binding affinity with 185,985 pairs from IEDB/IMGT. Regression. Given a peptide amino acid sequence and an MHC pseudo amino acid sequence, predict their binding affinity value. This is MHC class I binding data. The peptide sequence is EYYFRNEVF. The MHC is HLA-B39:01 with pseudo-sequence HLA-B39:01. The binding affinity (normalized) is 0.0847.